Dataset: Full USPTO retrosynthesis dataset with 1.9M reactions from patents (1976-2016). Task: Predict the reactants needed to synthesize the given product. (1) Given the product [NH2:1][C:2]1[N:7]=[CH:6][C:5]([C:16]2[CH:25]=[CH:24][C:23]3[N:22]=[CH:21][C:20]4[N:26]([CH3:40])[C:27](=[N:37][C:38]#[N:39])[N:28]([C:29]5[CH:30]=[N:31][C:32]([O:35][CH3:36])=[CH:33][CH:34]=5)[C:19]=4[C:18]=3[CH:17]=2)=[CH:4][C:3]=1[C:11]([F:14])([F:13])[F:12], predict the reactants needed to synthesize it. The reactants are: [NH2:1][C:2]1[N:7]=[CH:6][C:5](B(O)O)=[CH:4][C:3]=1[C:11]([F:14])([F:13])[F:12].Br[C:16]1[CH:25]=[CH:24][C:23]2[N:22]=[CH:21][C:20]3[N:26]([CH3:40])[C:27](=[N:37][C:38]#[N:39])[N:28]([C:29]4[CH:30]=[N:31][C:32]([O:35][CH3:36])=[CH:33][CH:34]=4)[C:19]=3[C:18]=2[CH:17]=1.C([O-])([O-])=O.[Na+].[Na+]. (2) Given the product [Br:1][C:2]1[CH:3]=[CH:4][C:5]([CH2:8][C:9]([NH:38][C:37]2[CH:39]=[CH:40][CH:41]=[C:35]([C:34]([F:33])([F:42])[F:43])[CH:36]=2)=[O:11])=[CH:6][CH:7]=1, predict the reactants needed to synthesize it. The reactants are: [Br:1][C:2]1[CH:7]=[CH:6][C:5]([CH2:8][C:9]([OH:11])=O)=[CH:4][CH:3]=1.C(N(C(C)C)CC)(C)C.C(N1C=CN=C1)(N1C=CN=C1)=O.[F:33][C:34]([F:43])([F:42])[C:35]1[CH:36]=[C:37]([CH:39]=[CH:40][CH:41]=1)[NH2:38]. (3) Given the product [CH3:26][O:25][C:22]1[N:23]=[C:24]2[C:19](=[CH:20][CH:21]=1)[N:18]=[CH:17][CH:16]=[C:15]2[CH2:14][CH2:13][N:9]1[CH2:10][CH2:11][CH2:12][CH:7]([CH2:6][NH2:5])[CH2:8]1, predict the reactants needed to synthesize it. The reactants are: FC(F)(F)C([NH:5][CH2:6][CH:7]1[CH2:12][CH2:11][CH2:10][N:9]([CH2:13][CH2:14][C:15]2[C:24]3[C:19](=[CH:20][CH:21]=[C:22]([O:25][CH3:26])[N:23]=3)[N:18]=[CH:17][CH:16]=2)[CH2:8]1)=O.O.C([O-])([O-])=O.[K+].[K+]. (4) Given the product [F:39][CH:2]([F:1])[O:3][C:4]1[CH:5]=[C:6]([N:14]([CH2:32][C:33]2[CH:34]=[N:35][CH:36]=[CH:37][CH:38]=2)[C:15]2[CH:20]=[CH:19][C:18]([C:21](=[O:23])[CH3:22])=[C:17]([OH:24])[CH:16]=2)[CH:7]=[CH:8][C:9]=1[O:10][CH:11]([F:13])[F:12], predict the reactants needed to synthesize it. The reactants are: [F:1][CH:2]([F:39])[O:3][C:4]1[CH:5]=[C:6]([N:14]([CH2:32][C:33]2[CH:34]=[N:35][CH:36]=[CH:37][CH:38]=2)[C:15]2[CH:20]=[CH:19][C:18]([C:21](=[O:23])[CH3:22])=[C:17]([O:24][Si](C(C)(C)C)(C)C)[CH:16]=2)[CH:7]=[CH:8][C:9]=1[O:10][CH:11]([F:13])[F:12].CC1C=CC(S(O)(=O)=O)=CC=1. (5) Given the product [N:30]1([C:27]([C:23]2[N:24]=[CH:25][N:26]=[C:21]([NH:20][C:16]3[CH:17]=[C:18]4[C:13](=[CH:14][CH:15]=3)[CH2:12][C:4]3([C:5]5[C:6](=[N:7][CH:8]=[CH:9][CH:10]=5)[NH:11][C:3]3=[O:2])[CH2:19]4)[CH:22]=2)=[O:29])[C:38]2[CH:37]=[CH:36][N:35]=[CH:34][C:33]=2[CH2:32][CH2:31]1, predict the reactants needed to synthesize it. The reactants are: Cl.[O:2]=[C:3]1[NH:11][C:6]2=[N:7][CH:8]=[CH:9][CH:10]=[C:5]2[C:4]21[CH2:19][C:18]1[C:13](=[CH:14][CH:15]=[C:16]([NH:20][C:21]3[N:26]=[CH:25][N:24]=[C:23]([C:27]([OH:29])=O)[CH:22]=3)[CH:17]=1)[CH2:12]2.[NH:30]1[C:38]2[CH:37]=[CH:36][N:35]=[CH:34][C:33]=2[CH2:32][CH2:31]1.CCN(C(C)C)C(C)C.CN(C(ON1N=NC2C=CC=CC1=2)=[N+](C)C)C.[B-](F)(F)(F)F. (6) Given the product [CH3:23][O:22][C:20]([CH:19]1[CH:18]([C:17]([O:25][CH3:26])=[O:24])[CH2:9][N:8]([CH2:1][C:2]2[CH:3]=[CH:4][CH:5]=[CH:6][CH:7]=2)[CH2:12]1)=[O:21], predict the reactants needed to synthesize it. The reactants are: [CH2:1]([N:8]([CH2:12][Si](C)(C)C)[CH2:9]OC)[C:2]1[CH:7]=[CH:6][CH:5]=[CH:4][CH:3]=1.[C:17]([O:25][CH3:26])(=[O:24])/[CH:18]=[CH:19]\[C:20]([O:22][CH3:23])=[O:21].C(O)(C(F)(F)F)=O.C([O-])(O)=O.[Na+]. (7) Given the product [OH:11][C:2]1[CH:7]=[CH:6][N:5]=[CH:4][C:3]=1[C:8]([OH:10])=[O:9], predict the reactants needed to synthesize it. The reactants are: Cl[C:2]1[CH:7]=[CH:6][N:5]=[CH:4][C:3]=1[C:8]([OH:10])=[O:9].[OH2:11]. (8) Given the product [CH3:19][N:20]1[C:24]2[C:23](=[CH:5][C:4]([C:8]#[N:7])=[CH:3][CH:2]=2)[CH:22]=[CH:21]1, predict the reactants needed to synthesize it. The reactants are: Br[C:2]1[CH:3]=[C:4]2[C:8](=CC=1)[NH:7]C=[CH:5]2.C([O-])([O-])=O.[K+].[K+].IC.[CH3:19][N:20]1[C:24](=O)[CH2:23][CH2:22][CH2:21]1. (9) Given the product [CH3:1][NH:2][C:3](=[O:22])[CH2:4][CH:5]([C:12]1[CH:13]=[C:14]2[C:18](=[CH:19][CH:20]=1)[NH:17][C:16]([CH3:21])=[CH:15]2)[C:6]1[CH:7]=[CH:8][CH:9]=[CH:10][CH:11]=1, predict the reactants needed to synthesize it. The reactants are: [CH3:1][NH:2][C:3](=[O:22])[CH:4]=[C:5]([C:12]1[CH:13]=[C:14]2[C:18](=[CH:19][CH:20]=1)[NH:17][C:16]([CH3:21])=[CH:15]2)[C:6]1[CH:11]=[CH:10][CH:9]=[CH:8][CH:7]=1. (10) Given the product [Cl:26][C:27]1[CH:34]=[C:33]([O:24][C:21]2[CH:22]=[CH:23][C:18]([CH:17]3[C:10]4=[N:9][S:8](=[O:7])(=[O:25])[CH2:13][CH2:12][N:11]4[CH2:14][CH2:15][CH2:16]3)=[CH:19][CH:20]=2)[CH:32]=[CH:31][C:28]=1[C:29]#[N:30], predict the reactants needed to synthesize it. The reactants are: C(=O)([O-])[O-].[K+].[K+].[O:7]=[S:8]1(=[O:25])[CH2:13][CH2:12][N:11]2[CH2:14][CH2:15][CH2:16][CH:17]([C:18]3[CH:23]=[CH:22][C:21]([OH:24])=[CH:20][CH:19]=3)[C:10]2=[N:9]1.[Cl:26][C:27]1[CH:34]=[C:33](F)[CH:32]=[CH:31][C:28]=1[C:29]#[N:30].